From a dataset of NCI-60 drug combinations with 297,098 pairs across 59 cell lines. Regression. Given two drug SMILES strings and cell line genomic features, predict the synergy score measuring deviation from expected non-interaction effect. Drug 1: C1=NC2=C(N=C(N=C2N1C3C(C(C(O3)CO)O)O)F)N. Drug 2: C1C(C(OC1N2C=NC3=C2NC=NCC3O)CO)O. Cell line: NCIH23. Synergy scores: CSS=9.11, Synergy_ZIP=-1.18, Synergy_Bliss=-1.11, Synergy_Loewe=-4.02, Synergy_HSA=-3.79.